This data is from Forward reaction prediction with 1.9M reactions from USPTO patents (1976-2016). The task is: Predict the product of the given reaction. Given the reactants Cl.[NH:2]1[CH2:7][CH2:6][CH:5]([CH2:8][C:9]2[CH:10]=[CH:11][C:12]3[O:17][CH2:16][C:15](=[O:18])[NH:14][C:13]=3[CH:19]=2)[CH2:4][CH2:3]1.Br[CH2:21][CH2:22][O:23][C:24]1[CH:33]=[CH:32][CH:31]=[C:30]2[C:25]=1[CH:26]=[CH:27][C:28]([CH3:34])=[N:29]2.C(N(C(C)C)CC)(C)C, predict the reaction product. The product is: [CH3:34][C:28]1[CH:27]=[CH:26][C:25]2[C:30](=[CH:31][CH:32]=[CH:33][C:24]=2[O:23][CH2:22][CH2:21][N:2]2[CH2:7][CH2:6][CH:5]([CH2:8][C:9]3[CH:10]=[CH:11][C:12]4[O:17][CH2:16][C:15](=[O:18])[NH:14][C:13]=4[CH:19]=3)[CH2:4][CH2:3]2)[N:29]=1.